From a dataset of Forward reaction prediction with 1.9M reactions from USPTO patents (1976-2016). Predict the product of the given reaction. (1) Given the reactants [NH2:1][C:2]1[NH:7][C:6](=[O:8])[C:5]([CH2:9][N:10](CC2C=CC=CC=2)CC2C=CC=CC=2)=[N:4][N:3]=1.[CH3:25][C:26]([OH:28])=[O:27].[CH2:29](N(CC)CC)C.O=C1CCC(=O)N1OC(C[C@H]1[CH2:52][CH2:51][C@H:50]([C:53]([O-:55])=O)[CH2:49][CH2:48]1)=O, predict the reaction product. The product is: [CH3:29][O:27][C:26]([C@H:25]1[CH2:48][CH2:49][C@H:50]([C:53](=[O:55])[NH:10][CH2:9][C:5]2[C:6](=[O:8])[NH:7][C:2]([NH2:1])=[N:3][N:4]=2)[CH2:51][CH2:52]1)=[O:28]. (2) The product is: [Br:1][C:2]1[CH:19]=[CH:18][C:17]([F:20])=[CH:16][C:3]=1[O:4][C:5]1[CH:6]=[CH:7][C:8]([C:9]([OH:11])=[O:10])=[CH:14][CH:15]=1. Given the reactants [Br:1][C:2]1[CH:19]=[CH:18][C:17]([F:20])=[CH:16][C:3]=1[O:4][C:5]1[CH:15]=[CH:14][C:8]([C:9]([O:11]CC)=[O:10])=[CH:7][CH:6]=1.[OH-].[Na+], predict the reaction product. (3) Given the reactants C(O[C:4](=[O:10])[C:5]([O:7][CH2:8][CH3:9])=[O:6])C.[CH2:11]([NH:13][CH2:14][CH3:15])[CH3:12], predict the reaction product. The product is: [CH2:8]([O:7][C:5](=[O:6])[C:4]([N:13]([CH2:14][CH3:15])[CH2:11][CH3:12])=[O:10])[CH3:9]. (4) Given the reactants [CH3:1][C:2](=[CH:4][CH2:5][CH2:6][C@H:7]([C@@H:9]1[C@:26]2([CH3:27])[C@H:12]([C@H:13]3[C@H:23]([CH2:24][CH2:25]2)[C@:21]2([CH3:22])[C:16](=[CH:17][C:18](=[O:28])[CH2:19][CH2:20]2)[CH:15]=[CH:14]3)[CH2:11][CH2:10]1)[CH3:8])[CH3:3].C1C=C(C(O)=[O:36])C(C(OO)=O)=CC=1.C(OCC)(=O)C.S([O-])([O-])=O.[Na+].[Na+], predict the reaction product. The product is: [O:36]1[C:2]([CH3:3])([CH3:1])[CH:4]1[CH2:5][CH2:6][C@H:7]([C@@H:9]1[C@:26]2([CH3:27])[C@H:12]([C@H:13]3[C@H:23]([CH2:24][CH2:25]2)[C@:21]2([CH3:22])[C:16](=[CH:17][C:18](=[O:28])[CH2:19][CH2:20]2)[CH:15]=[CH:14]3)[CH2:11][CH2:10]1)[CH3:8].